From a dataset of Reaction yield outcomes from USPTO patents with 853,638 reactions. Predict the reaction yield, written as a fraction of the theoretical maximum amount of product (1.0 means a 100% yield; for example, 0.34 means a 34% yield). (1) The reactants are [NH2:1][CH2:2][C:3]1[C:4]2[N:5]([C:9]([C:12]3[CH:13]=[C:14]([NH:22][C:23]([NH:25][CH2:26][C:27]([F:30])([F:29])[F:28])=[O:24])[CH:15]=[C:16]([O:18][CH:19]([CH3:21])[CH3:20])[CH:17]=3)=[CH:10][N:11]=2)[CH:6]=[CH:7][CH:8]=1.CCN(C(C)C)C(C)C.CN(C(ON1N=NC2C=CC=NC1=2)=[N+](C)C)C.F[P-](F)(F)(F)(F)F.[C:64](O)(=[O:67])[C:65]#[CH:66]. The catalyst is C(Cl)Cl. The product is [CH:19]([O:18][C:16]1[CH:17]=[C:12]([C:9]2[N:5]3[CH:6]=[CH:7][CH:8]=[C:3]([CH2:2][NH:1][C:64](=[O:67])[C:65]#[CH:66])[C:4]3=[N:11][CH:10]=2)[CH:13]=[C:14]([NH:22][C:23]([NH:25][CH2:26][C:27]([F:29])([F:30])[F:28])=[O:24])[CH:15]=1)([CH3:21])[CH3:20]. The yield is 0.650. (2) The reactants are [O:1]1[C:5]2[CH:6]=[CH:7][CH:8]=[C:9]([C:10]([CH3:21])([CH3:20])[CH2:11][C:12]([OH:19])([C:15]([F:18])([F:17])[F:16])[CH:13]=O)[C:4]=2[O:3][CH2:2]1.[NH2:22][C:23]1[CH:31]=[CH:30][CH:29]=[C:28]2[C:24]=1[CH2:25][NH:26][C:27]2=[O:32]. The catalyst is C(O)(=O)C. The product is [OH:19][C:12]1([C:15]([F:16])([F:17])[F:18])[CH2:11][C:10]([CH3:20])([CH3:21])[C:9]2[C:4]3[O:3][CH2:2][O:1][C:5]=3[CH:6]=[CH:7][C:8]=2[CH:13]1[NH:22][C:23]1[CH:31]=[CH:30][CH:29]=[C:28]2[C:24]=1[CH2:25][NH:26][C:27]2=[O:32]. The yield is 0.628.